This data is from Full USPTO retrosynthesis dataset with 1.9M reactions from patents (1976-2016). The task is: Predict the reactants needed to synthesize the given product. (1) Given the product [CH2:1]([Zn:3][CH2:4][CH3:5])[CH3:2].[CH2:6]1[CH2:10][O:9][CH2:8][CH2:7]1, predict the reactants needed to synthesize it. The reactants are: [CH2:1]([Zn:3][CH2:4][CH3:5])[CH3:2].[CH2:6]1[CH2:10][O:9][CH2:8][CH2:7]1.C1(C)C=CC=CC=1.C1COCC1.C1(C)C=CC=CC=1.O=O. (2) Given the product [O:20]1[CH:21]=[CH:22][C:18]([C:11]2[CH:12]=[C:13]([C:14]([F:15])([F:16])[F:17])[C:8]3[N:9]([C:5]([CH2:4][C:1]([O:3][CH3:30])=[O:2])=[C:6]([C:23]([OH:25])=[O:24])[N:7]=3)[CH:10]=2)=[CH:19]1, predict the reactants needed to synthesize it. The reactants are: [C:1]([CH2:4][C:5]1[N:9]2[CH:10]=[C:11]([C:18]3[CH:22]=[CH:21][O:20][CH:19]=3)[CH:12]=[C:13]([C:14]([F:17])([F:16])[F:15])[C:8]2=[N:7][C:6]=1[C:23]([OH:25])=[O:24])([OH:3])=[O:2].S(Cl)(Cl)=O.[CH3:30]O. (3) Given the product [Cl:20][C:12]1[CH:11]=[CH:10][C:9]([O:8][CH2:7][C:6]([OH:21])=[O:5])=[CH:19][C:13]=1[C:14]([O:16][CH2:17][CH3:18])=[O:15], predict the reactants needed to synthesize it. The reactants are: C([O:5][C:6](=[O:21])[CH2:7][O:8][C:9]1[CH:10]=[CH:11][C:12]([Cl:20])=[C:13]([CH:19]=1)[C:14]([O:16][CH2:17][CH3:18])=[O:15])(C)(C)C.FC(F)(F)C(O)=O. (4) Given the product [CH2:28]([N:25]1[C:26]2[CH:27]=[C:19]3[NH:18][C:17]([C:16]4[C:10]5[CH2:9][NH:8][CH2:13][CH2:12][C:11]=5[NH:14][N:15]=4)=[N:33][C:20]3=[CH:21][C:22]=2[C:23]([CH3:32])([CH3:31])[C:24]1=[O:30])[CH3:29], predict the reactants needed to synthesize it. The reactants are: C([N:8]1[CH2:13][CH2:12][C:11]2[NH:14][N:15]=[C:16]([C:17]3[NH:18][C:19]4[C:20]([N:33]=3)=[CH:21][C:22]3[C:23]([CH3:32])([CH3:31])[C:24](=[O:30])[N:25]([CH2:28][CH3:29])[C:26]=3[CH:27]=4)[C:10]=2[CH2:9]1)C1C=CC=CC=1. (5) Given the product [Cl:17][C:11]1[CH:12]=[C:13]([Cl:16])[CH:14]=[CH:15][C:10]=1[C:8]1[N:7]=[C:6](/[CH:18]=[CH:19]/[C:20]2[CH:21]=[CH:22][C:23]([C:26]3[CH:27]=[CH:28][C:29]([OH:32])=[CH:30][CH:31]=3)=[CH:24][CH:25]=2)[N:5]([CH2:4][C:3]([NH:41][CH2:40][C:39]2[CH:42]=[CH:43][C:36]([O:35][CH3:34])=[CH:37][CH:38]=2)=[O:33])[CH:9]=1, predict the reactants needed to synthesize it. The reactants are: CO[C:3](=[O:33])[CH2:4][N:5]1[CH:9]=[C:8]([C:10]2[CH:15]=[CH:14][C:13]([Cl:16])=[CH:12][C:11]=2[Cl:17])[N:7]=[C:6]1/[CH:18]=[CH:19]/[C:20]1[CH:25]=[CH:24][C:23]([C:26]2[CH:31]=[CH:30][C:29]([OH:32])=[CH:28][CH:27]=2)=[CH:22][CH:21]=1.[CH3:34][O:35][C:36]1[CH:43]=[CH:42][C:39]([CH2:40][NH2:41])=[CH:38][CH:37]=1. (6) Given the product [CH2:22]([O:1][C:2]1[CH:3]=[C:4]([CH:10]=[C:11]([O:14][CH2:33][CH2:32][CH2:31][CH2:30][CH2:29][CH2:28][CH2:27][CH2:26][CH2:25][CH2:24][CH2:23][CH3:22])[C:12]=1[O:13][CH2:33][CH2:32][CH2:31][CH2:30][CH2:29][CH2:28][CH2:27][CH2:26][CH2:25][CH2:24][CH2:23][CH3:22])[C:5]([O:7][CH2:8][CH3:9])=[O:6])[CH2:23][CH2:24][CH2:25][CH2:26][CH2:27][CH2:28][CH2:29][CH2:30][CH2:31][CH2:32][CH3:33], predict the reactants needed to synthesize it. The reactants are: [OH:1][C:2]1[CH:3]=[C:4]([CH:10]=[C:11]([OH:14])[C:12]=1[OH:13])[C:5]([O:7][CH2:8][CH3:9])=[O:6].C(=O)([O-])[O-].[K+].[K+].Br[CH2:22][CH2:23][CH2:24][CH2:25][CH2:26][CH2:27][CH2:28][CH2:29][CH2:30][CH2:31][CH2:32][CH3:33]. (7) Given the product [N:33]([C:2]1[C:11]2[C:6](=[CH:7][C:8]([CH2:12][N:13]3[CH2:18][CH2:17][N:16]([S:19]([C:22]4[S:26][C:25]5[CH:27]=[C:28]([Cl:31])[CH:29]=[CH:30][C:24]=5[CH:23]=4)(=[O:21])=[O:20])[CH2:15][C:14]3=[O:32])=[CH:9][CH:10]=2)[N:5]=[CH:4][CH:3]=1)=[N+:34]=[N-:35], predict the reactants needed to synthesize it. The reactants are: Cl[C:2]1[C:11]2[C:6](=[CH:7][C:8]([CH2:12][N:13]3[CH2:18][CH2:17][N:16]([S:19]([C:22]4[S:26][C:25]5[CH:27]=[C:28]([Cl:31])[CH:29]=[CH:30][C:24]=5[CH:23]=4)(=[O:21])=[O:20])[CH2:15][C:14]3=[O:32])=[CH:9][CH:10]=2)[N:5]=[CH:4][CH:3]=1.[N-:33]=[N+:34]=[N-:35].[Na+].O.